From a dataset of NCI-60 drug combinations with 297,098 pairs across 59 cell lines. Regression. Given two drug SMILES strings and cell line genomic features, predict the synergy score measuring deviation from expected non-interaction effect. (1) Synergy scores: CSS=11.5, Synergy_ZIP=-3.65, Synergy_Bliss=-0.324, Synergy_Loewe=-10.6, Synergy_HSA=-0.544. Cell line: RXF 393. Drug 2: C1CN(P(=O)(OC1)NCCCl)CCCl. Drug 1: C1=CC(=CC=C1CCCC(=O)O)N(CCCl)CCCl. (2) Drug 1: CCCS(=O)(=O)NC1=C(C(=C(C=C1)F)C(=O)C2=CNC3=C2C=C(C=N3)C4=CC=C(C=C4)Cl)F. Drug 2: CC1CCC2CC(C(=CC=CC=CC(CC(C(=O)C(C(C(=CC(C(=O)CC(OC(=O)C3CCCCN3C(=O)C(=O)C1(O2)O)C(C)CC4CCC(C(C4)OC)OCCO)C)C)O)OC)C)C)C)OC. Cell line: PC-3. Synergy scores: CSS=37.3, Synergy_ZIP=2.90, Synergy_Bliss=8.00, Synergy_Loewe=-27.0, Synergy_HSA=6.87.